This data is from Reaction yield outcomes from USPTO patents with 853,638 reactions. The task is: Predict the reaction yield, written as a fraction of the theoretical maximum amount of product (1.0 means a 100% yield; for example, 0.34 means a 34% yield). The reactants are Cl.O[N:3]=[C:4]1[C:12]2[C:7](=[CH:8][CH:9]=[C:10]([C:13]([O:15][CH3:16])=[O:14])[CH:11]=2)[C:6]([CH3:18])([CH3:17])[CH2:5]1.C(N(CC)CC)C.[CH3:26][C:27]([O:30][C:31](O[C:31]([O:30][C:27]([CH3:29])([CH3:28])[CH3:26])=[O:32])=[O:32])([CH3:29])[CH3:28]. The catalyst is C(O)C.O1CCOCC1.[Zn].O. The product is [C:27]([O:30][C:31]([NH:3][CH:4]1[C:12]2[C:7](=[CH:8][CH:9]=[C:10]([C:13]([O:15][CH3:16])=[O:14])[CH:11]=2)[C:6]([CH3:18])([CH3:17])[CH2:5]1)=[O:32])([CH3:29])([CH3:28])[CH3:26]. The yield is 0.520.